From a dataset of NCI-60 drug combinations with 297,098 pairs across 59 cell lines. Regression. Given two drug SMILES strings and cell line genomic features, predict the synergy score measuring deviation from expected non-interaction effect. (1) Drug 1: CC1=C2C(C(=O)C3(C(CC4C(C3C(C(C2(C)C)(CC1OC(=O)C(C(C5=CC=CC=C5)NC(=O)OC(C)(C)C)O)O)OC(=O)C6=CC=CC=C6)(CO4)OC(=O)C)OC)C)OC. Drug 2: C1CCN(CC1)CCOC2=CC=C(C=C2)C(=O)C3=C(SC4=C3C=CC(=C4)O)C5=CC=C(C=C5)O. Cell line: SW-620. Synergy scores: CSS=38.2, Synergy_ZIP=1.41, Synergy_Bliss=1.46, Synergy_Loewe=-30.0, Synergy_HSA=0.561. (2) Drug 1: C1=C(C(=O)NC(=O)N1)F. Drug 2: CCC1(CC2CC(C3=C(CCN(C2)C1)C4=CC=CC=C4N3)(C5=C(C=C6C(=C5)C78CCN9C7C(C=CC9)(C(C(C8N6C=O)(C(=O)OC)O)OC(=O)C)CC)OC)C(=O)OC)O.OS(=O)(=O)O. Cell line: NCI-H322M. Synergy scores: CSS=27.6, Synergy_ZIP=-0.128, Synergy_Bliss=-0.0120, Synergy_Loewe=0.670, Synergy_HSA=0.778.